Dataset: Full USPTO retrosynthesis dataset with 1.9M reactions from patents (1976-2016). Task: Predict the reactants needed to synthesize the given product. (1) Given the product [CH:5]1([S:18][C:13]2[CH:14]=[CH:15][CH:16]=[CH:17][C:12]=2[CH3:11])[CH2:2][CH2:1]1, predict the reactants needed to synthesize it. The reactants are: [CH3:1][C:2]([CH3:5])([O-])C.[K+].BrC1CC1.[CH3:11][C:12]1[CH:17]=[CH:16][CH:15]=[CH:14][C:13]=1[SH:18]. (2) Given the product [CH3:15][CH:16]1[CH2:21][CH2:20][C:19]2[N:1]=[C:2]([C:3]([NH:5][C@H:6]3[CH2:11][CH2:10][C@H:9]([CH3:12])[CH2:8][CH2:7]3)=[O:4])[CH:13]=[N:14][C:18]=2[CH2:17]1, predict the reactants needed to synthesize it. The reactants are: [NH2:1][CH:2]([CH2:13][NH2:14])[C:3]([NH:5][CH:6]1[CH2:11][CH2:10][CH:9]([CH3:12])[CH2:8][CH2:7]1)=[O:4].[CH3:15][CH:16]1[CH2:21][CH2:20][C:19](=O)[C:18](=O)[CH2:17]1.CC1C=CC(S([O-])(=O)=O)=CC=1.C1C=C[NH+]=CC=1. (3) Given the product [OH:51][C:52]([CH3:58])([CH3:57])[CH2:53][O:1][C@H:2]1[CH2:3][CH2:4][C@H:5]([N:8]2[C:13](=[O:14])[C:12]([CH2:15][C:16]3[CH:21]=[CH:20][C:19]([C:22]4[CH:27]=[CH:26][CH:25]=[CH:24][C:23]=4[C:28]4[NH:37][C:45](=[O:47])[O:48][N:29]=4)=[C:18]([CH3:30])[CH:17]=3)=[C:11]([CH2:31][CH2:32][CH3:33])[N:10]3[N:34]=[CH:35][CH:36]=[C:9]23)[CH2:6][CH2:7]1, predict the reactants needed to synthesize it. The reactants are: [OH:1][C@H:2]1[CH2:7][CH2:6][C@H:5]([N:8]2[C:13](=[O:14])[C:12]([CH2:15][C:16]3[CH:21]=[CH:20][C:19]([C:22]4[C:23]([C:28]#[N:29])=[CH:24][CH:25]=[CH:26][CH:27]=4)=[C:18]([CH3:30])[CH:17]=3)=[C:11]([CH2:31][CH2:32][CH3:33])[N:10]3[N:34]=[CH:35][CH:36]=[C:9]23)[CH2:4][CH2:3]1.[N+:37](=CC(OCC)=O)=[N-].[C:45]([O:48]CC)(=[O:47])C.[OH2:51].[C:52]1([CH3:58])[CH:57]=CC=C[CH:53]=1. (4) Given the product [Br:16][CH2:17][CH2:18][CH2:19][CH2:20][C:21]([NH:6][C:5]1[CH:7]=[CH:8][C:2]([Br:1])=[CH:3][CH:4]=1)=[O:22], predict the reactants needed to synthesize it. The reactants are: [Br:1][C:2]1[CH:8]=[CH:7][C:5]([NH2:6])=[CH:4][CH:3]=1.C(N(CC)CC)C.[Br:16][CH2:17][CH2:18][CH2:19][CH2:20][C:21](Cl)=[O:22].C(=O)([O-])[O-].[Na+].[Na+]. (5) The reactants are: [CH2:1]([Si:3]([CH2:9]C)([CH2:7]C)[C:4]#[C:5][CH3:6])C.[Li]CCCC.CCCCCC.Br[CH2:23][C:24]#[C:25][C:26]1[CH:31]=[CH:30][C:29]([F:32])=[CH:28][CH:27]=1. Given the product [F:32][C:29]1[CH:30]=[CH:31][C:26]([C:25]#[C:24][CH2:23][CH2:6][C:5]#[C:4][Si:3]([CH3:1])([CH3:7])[CH3:9])=[CH:27][CH:28]=1, predict the reactants needed to synthesize it. (6) Given the product [NH2:1][C:2]1[CH:7]=[CH:6][C:5]([C:8]2[CH:13]=[CH:12][CH:11]=[C:10]([N+:14]([O-:16])=[O:15])[CH:9]=2)=[CH:4][C:3]=1[OH:17], predict the reactants needed to synthesize it. The reactants are: [NH2:1][C:2]1[CH:7]=[CH:6][C:5]([C:8]2[CH:13]=[CH:12][CH:11]=[C:10]([N+:14]([O-:16])=[O:15])[CH:9]=2)=[CH:4][C:3]=1[O:17]C.B(Br)(Br)Br. (7) Given the product [CH3:11][C:12]1[CH:13]=[CH:14][C:15]([CH:18]=[O:19])=[CH:16][N:17]=1, predict the reactants needed to synthesize it. The reactants are: C(Cl)(=O)C(Cl)=O.CS(C)=O.[CH3:11][C:12]1[N:17]=[CH:16][C:15]([CH2:18][OH:19])=[CH:14][CH:13]=1.C(N(CC)CC)C.